This data is from Reaction yield outcomes from USPTO patents with 853,638 reactions. The task is: Predict the reaction yield, written as a fraction of the theoretical maximum amount of product (1.0 means a 100% yield; for example, 0.34 means a 34% yield). (1) The reactants are N#N.[C:3]([CH2:22][CH2:23][S:24][CH2:25][CH2:26][NH2:27])([C:6]([C:9]([C:12]([C:15]([C:18]([F:21])([F:20])[F:19])([F:17])[F:16])([F:14])[F:13])([F:11])[F:10])([F:8])[F:7])([F:5])[F:4].CN(C)C.Cl[C:33](OCC)=[O:34].C[Si](Cl)(Cl)Cl. The catalyst is C1(C)C=CC=CC=1.C(N(CC)CC)C. The product is [C:3]([CH2:22][CH2:23][S:24][CH2:25][CH2:26][N:27]=[C:33]=[O:34])([C:6]([C:9]([C:12]([C:15]([C:18]([F:19])([F:20])[F:21])([F:16])[F:17])([F:14])[F:13])([F:11])[F:10])([F:8])[F:7])([F:5])[F:4]. The yield is 0.950. (2) The reactants are C([NH:4][NH:5][C:6]([N:8]1[N:12]=[C:11]([C:13]2[CH:18]=[C:17]([F:19])[CH:16]=[CH:15][C:14]=2[F:20])[S:10][C:9]1([CH2:27][O:28][CH2:29][O:30][CH3:31])[C:21]1[CH:26]=[CH:25][CH:24]=[CH:23][CH:22]=1)=[O:7])(=O)C.CCN(C(C)C)C(C)C.O=P(Cl)(Cl)Cl.Cl[CH:47](Cl)[CH3:48]. No catalyst specified. The product is [F:20][C:14]1[CH:15]=[CH:16][C:17]([F:19])=[CH:18][C:13]=1[C:11]1[S:10][C:9]([CH2:27][O:28][CH2:29][O:30][CH3:31])([C:21]2[CH:22]=[CH:23][CH:24]=[CH:25][CH:26]=2)[N:8]([C:6]2[O:7][C:47]([CH3:48])=[N:4][N:5]=2)[N:12]=1. The yield is 0.380. (3) The reactants are [C:1]([O:10][CH3:11])(=[O:9])[C:2]1[C:3](=[CH:5][CH:6]=[CH:7][CH:8]=1)[OH:4].[C:12]([O-])([O-])=[O:13].[K+].[K+].C[C:19]([CH3:21])=[O:20]. No catalyst specified. The product is [CH3:11][O:10][C:1](=[O:9])[C:2]1[CH:8]=[CH:7][CH:6]=[CH:5][C:3]=1[O:4][CH2:21][C:19]([O:13][CH3:12])=[O:20]. The yield is 0.170. (4) The yield is 0.680. The product is [F:8][CH:9]([CH2:24][N:25]1[CH:29]=[C:28]([NH:30][C:31](=[O:39])[CH2:32][C:33]2[CH:38]=[CH:37][CH:36]=[CH:35][N:34]=2)[N:27]=[N:26]1)[CH2:10][CH2:11][N:12]1[CH:16]=[C:15]([C:17]([OH:19])=[O:18])[N:14]=[N:13]1. The reactants are C(O)(C(F)(F)F)=O.[F:8][CH:9]([CH2:24][N:25]1[CH:29]=[C:28]([NH:30][C:31](=[O:39])[CH2:32][C:33]2[CH:38]=[CH:37][CH:36]=[CH:35][N:34]=2)[N:27]=[N:26]1)[CH2:10][CH2:11][N:12]1[CH:16]=[C:15]([C:17]([O:19]C(C)(C)C)=[O:18])[N:14]=[N:13]1.O. The catalyst is C(Cl)Cl. (5) The reactants are C[C:2]1([C:8](O)=O)[CH2:6][CH2:5][CH2:4][C:3]1=[O:7].C(=O)([O-])[O-].[K+].[K+].[CH2:17](Br)[CH:18]=C. The catalyst is CC(C)=O. The product is [CH2:8]([CH:2]1[CH2:6][CH2:5][CH2:4][C:3]1=[O:7])[CH:17]=[CH2:18]. The yield is 0.880. (6) The reactants are Cl[C:2]1[C:15]([C:16]#[N:17])=[CH:14][C:5]([C:6]([O:8][CH2:9][C:10]([F:13])([F:12])[F:11])=[O:7])=[C:4]([CH3:18])[N:3]=1.[NH:19]1[CH2:22][CH:21]([C:23]([OH:25])=[O:24])[CH2:20]1.CCN(C(C)C)C(C)C.OS([O-])(=O)=O.[K+]. The catalyst is CCO.O. The product is [C:16]([C:15]1[C:2]([N:19]2[CH2:22][CH:21]([C:23]([OH:25])=[O:24])[CH2:20]2)=[N:3][C:4]([CH3:18])=[C:5]([C:6]([O:8][CH2:9][C:10]([F:13])([F:12])[F:11])=[O:7])[CH:14]=1)#[N:17]. The yield is 0.00500. (7) The reactants are [Cl:1][C:2]1[CH:3]=[CH:4][C:5]([N+:9]([O-:11])=[O:10])=[C:6]([CH:8]=1)[NH2:7].[N:12]([O-])=O.[Na+].Cl[Sn]Cl. The catalyst is O.Cl. The product is [Cl:1][C:2]1[CH:3]=[CH:4][C:5]([N+:9]([O-:11])=[O:10])=[C:6]([NH:7][NH2:12])[CH:8]=1. The yield is 0.450. (8) The reactants are C(OC([N:8]1[CH2:12][CH2:11][CH:10]([O:13][C:14]2[CH:19]=[CH:18][CH:17]=[CH:16][C:15]=2[NH:20][C:21]2[C:22]3[CH:29]=[CH:28][S:27][C:23]=3[N:24]=[CH:25][N:26]=2)[CH2:9]1)=O)(C)(C)C.[F:30][C:31]([F:36])([F:35])[C:32]([OH:34])=[O:33]. The catalyst is C(Cl)Cl. The product is [OH:34][C:32]([C:31]([F:36])([F:35])[F:30])=[O:33].[NH:8]1[CH2:12][CH2:11][CH:10]([O:13][C:14]2[CH:19]=[CH:18][CH:17]=[CH:16][C:15]=2[NH:20][C:21]2[C:22]3[CH:29]=[CH:28][S:27][C:23]=3[N:24]=[CH:25][N:26]=2)[CH2:9]1. The yield is 1.00. (9) The reactants are [F:1][C:2]1[CH:3]=[C:4]([CH:9]2[CH2:14][CH2:13][N:12]([C:15]([O:17][CH2:18][C:19]3[CH:24]=[CH:23][CH:22]=[CH:21][CH:20]=3)=[O:16])[CH2:11][CH:10]2[C:25]([O:27]C)=[O:26])[CH:5]=[CH:6][C:7]=1[CH3:8].[Li+].[OH-].C(O)(=O)C. The catalyst is O.C1COCC1. The product is [CH2:18]([O:17][C:15]([N:12]1[CH2:13][CH2:14][CH:9]([C:4]2[CH:5]=[CH:6][C:7]([CH3:8])=[C:2]([F:1])[CH:3]=2)[CH:10]([C:25]([OH:27])=[O:26])[CH2:11]1)=[O:16])[C:19]1[CH:24]=[CH:23][CH:22]=[CH:21][CH:20]=1. The yield is 0.700.